From a dataset of Forward reaction prediction with 1.9M reactions from USPTO patents (1976-2016). Predict the product of the given reaction. (1) The product is: [C:13]([O:12][C:10]([N:3]1[C@@H:4]([CH3:9])[CH2:5][C:6]([O:8][S:34]([C:37]([F:40])([F:39])[F:38])(=[O:36])=[O:35])=[CH:7][C@@H:2]1[CH3:1])=[O:11])([CH3:14])([CH3:16])[CH3:15]. Given the reactants [CH3:1][C@H:2]1[CH2:7][C:6](=[O:8])[CH2:5][C@H:4]([CH3:9])[N:3]1[C:10]([O:12][C:13]([CH3:16])([CH3:15])[CH3:14])=[O:11].C[Si]([N-][Si](C)(C)C)(C)C.[Na+].C1C=CC(N([S:34]([C:37]([F:40])([F:39])[F:38])(=[O:36])=[O:35])[S:34]([C:37]([F:40])([F:39])[F:38])(=[O:36])=[O:35])=CC=1, predict the reaction product. (2) Given the reactants [CH3:1][CH:2]1[CH2:7][NH:6][CH2:5][CH2:4][NH:3]1.Cl[C:9]([O:11][CH2:12][CH3:13])=[O:10], predict the reaction product. The product is: [CH2:12]([O:11][C:9]([N:6]1[CH2:5][CH2:4][NH:3][CH:2]([CH3:1])[CH2:7]1)=[O:10])[CH3:13]. (3) Given the reactants [Br:1][C:2]1[CH:7]=[CH:6][C:5]([NH:8][C:9](=[O:15])[CH:10]=[CH:11]OCC)=[CH:4][CH:3]=1, predict the reaction product. The product is: [Br:1][C:2]1[CH:3]=[C:4]2[C:5](=[CH:6][CH:7]=1)[NH:8][C:9](=[O:15])[CH:10]=[CH:11]2. (4) Given the reactants Br[CH2:2][C:3]1[CH:8]=[CH:7][C:6]([O:9][CH:10]([F:12])[F:11])=[CH:5][CH:4]=1.[F:13][C:14]1[CH:35]=[CH:34][C:17]([CH2:18][NH:19][C:20]([C:22]2[S:26][C:25]([N:27]3[CH2:31][CH2:30][CH2:29][C:28]3=[O:32])=[N:24][C:23]=2[CH3:33])=[O:21])=[CH:16][CH:15]=1, predict the reaction product. The product is: [F:11][CH:10]([F:12])[O:9][C:6]1[CH:7]=[CH:8][C:3]([CH2:2][CH:29]2[CH2:30][CH2:31][N:27]([C:25]3[S:26][C:22]([C:20]([NH:19][CH2:18][C:17]4[CH:16]=[CH:15][C:14]([F:13])=[CH:35][CH:34]=4)=[O:21])=[C:23]([CH3:33])[N:24]=3)[C:28]2=[O:32])=[CH:4][CH:5]=1. (5) Given the reactants [F:1][C@@H:2]1[CH2:6][N:5]([C:7](=[O:17])[CH2:8][O:9][Si](C(C)(C)C)(C)C)[C@H:4]([C:18]#[N:19])[CH2:3]1.O.C(O)(=O)C, predict the reaction product. The product is: [F:1][C@@H:2]1[CH2:6][N:5]([C:7](=[O:17])[CH2:8][OH:9])[C@H:4]([C:18]#[N:19])[CH2:3]1. (6) Given the reactants [Br:1][C:2]1[CH:7]=[CH:6][C:5]([CH2:8][C:9]#[N:10])=[CH:4][C:3]=1[F:11].[OH-].[Na+].Br[CH2:15][CH2:16]Cl, predict the reaction product. The product is: [Br:1][C:2]1[CH:7]=[CH:6][C:5]([C:8]2([C:9]#[N:10])[CH2:16][CH2:15]2)=[CH:4][C:3]=1[F:11]. (7) The product is: [Cl:1][C:2]1[CH:32]=[CH:31][C:5]([CH2:6][N:7]2[C:15]3[C:10](=[CH:11][C:12]([CH:16]=[C:17]4[S:21][C:20]([N:22]5[CH2:27][CH2:26][N:25]([CH3:40])[C@@H:24]([CH2:28][OH:29])[CH2:23]5)=[N:19][C:18]4=[O:30])=[CH:13][CH:14]=3)[CH:9]=[N:8]2)=[C:4]([C:33]([F:34])([F:35])[F:36])[CH:3]=1. Given the reactants [Cl:1][C:2]1[CH:32]=[CH:31][C:5]([CH2:6][N:7]2[C:15]3[C:10](=[CH:11][C:12]([CH:16]=[C:17]4[S:21][C:20]([N:22]5[CH2:27][CH2:26][NH:25][C@@H:24]([CH2:28][OH:29])[CH2:23]5)=[N:19][C:18]4=[O:30])=[CH:13][CH:14]=3)[CH:9]=[N:8]2)=[C:4]([C:33]([F:36])([F:35])[F:34])[CH:3]=1.C=O.F[C:40](F)(F)C1C=C(C(F)(F)F)C=CC=1CN1C2C(=CC(C=C3SC(N4CCN(C)[C@@H](CO)C4)=NC3=O)=CC=2)C=N1, predict the reaction product. (8) Given the reactants [Cl:1][C:2]1[CH:3]=[C:4]([N:10]2[C:14]([CH3:15])=[C:13]([O:16][C:17]3[CH:22]=[CH:21][C:20]([C:23]([NH:25][CH2:26][C:27](O)=[O:28])=[O:24])=[CH:19][CH:18]=3)[C:12]([CH3:30])=[N:11]2)[CH:5]=[CH:6][C:7]=1[C:8]#[N:9].[NH4+].O[N:33]1C2C=CC=CC=2N=N1.Cl.CN(C)CCCN=C=NCC.Cl, predict the reaction product. The product is: [NH2:33][C:27](=[O:28])[CH2:26][NH:25][C:23](=[O:24])[C:20]1[CH:21]=[CH:22][C:17]([O:16][C:13]2[C:12]([CH3:30])=[N:11][N:10]([C:4]3[CH:5]=[CH:6][C:7]([C:8]#[N:9])=[C:2]([Cl:1])[CH:3]=3)[C:14]=2[CH3:15])=[CH:18][CH:19]=1. (9) Given the reactants [Cl:1][C:2]1[C:7]([F:8])=[CH:6][C:5]([NH2:9])=[C:4](I)[CH:3]=1.[Cu][C:12]#[N:13], predict the reaction product. The product is: [NH2:9][C:5]1[CH:6]=[C:7]([F:8])[C:2]([Cl:1])=[CH:3][C:4]=1[C:12]#[N:13].